Dataset: Catalyst prediction with 721,799 reactions and 888 catalyst types from USPTO. Task: Predict which catalyst facilitates the given reaction. (1) Reactant: [F:1][C:2]1[CH:7]=[CH:6][C:5]([NH:8][C:9]2[C:10]3[C:17]([CH3:18])=[C:16]([C:19]([O:21]C)=[O:20])[S:15][C:11]=3[N:12]=[CH:13][N:14]=2)=[C:4]([O:23][CH:24]([CH3:26])[CH3:25])[CH:3]=1.[OH-].[Li+].Cl. Product: [F:1][C:2]1[CH:7]=[CH:6][C:5]([NH:8][C:9]2[C:10]3[C:17]([CH3:18])=[C:16]([C:19]([OH:21])=[O:20])[S:15][C:11]=3[N:12]=[CH:13][N:14]=2)=[C:4]([O:23][CH:24]([CH3:26])[CH3:25])[CH:3]=1. The catalyst class is: 87. (2) Reactant: [CH2:1]=[CH:2][C:3]1[CH:8]=[CH:7][CH:6]=[CH:5][CH:4]=1.[CH:9]1([O:15][S:16]([C:19]2[CH:24]=[CH:23][C:22]([CH:25]=[CH2:26])=[CH:21][CH:20]=2)(=[O:18])=[O:17])[CH2:14][CH2:13][CH2:12][CH2:11][CH2:10]1.N(C(C)(CC(C)C)C#N)=NC(C)(CC(C)C)C#N. Product: [CH2:1]=[CH:2][C:3]1[CH:8]=[CH:7][CH:6]=[CH:5][CH:4]=1.[CH:9]1([O:15][S:16]([C:19]2[CH:24]=[CH:23][C:22]([CH:25]=[CH2:26])=[CH:21][CH:20]=2)(=[O:18])=[O:17])[CH2:14][CH2:13][CH2:12][CH2:11][CH2:10]1. The catalyst class is: 311. (3) Reactant: [F:1][C:2]([F:28])([F:27])[O:3][C:4]1[CH:9]=[CH:8][C:7]([N:10]2[CH:14]=[N:13][C:12]([C:15]3[CH:20]=[CH:19][C:18](/[C:21](/[CH3:26])=[CH:22]/[C:23]([OH:25])=O)=[CH:17][CH:16]=3)=[N:11]2)=[CH:6][CH:5]=1.C(N(CC)CC)C.P([N:52]=[N+:53]=[N-:54])(=O)(OC1C=CC=CC=1)OC1C=CC=CC=1. Product: [F:1][C:2]([F:28])([F:27])[O:3][C:4]1[CH:5]=[CH:6][C:7]([N:10]2[CH:14]=[N:13][C:12]([C:15]3[CH:20]=[CH:19][C:18](/[C:21](/[CH3:26])=[CH:22]/[C:23]([N:52]=[N+:53]=[N-:54])=[O:25])=[CH:17][CH:16]=3)=[N:11]2)=[CH:8][CH:9]=1. The catalyst class is: 32. (4) Reactant: [O:1]=[C:2]1[CH2:11][CH2:10][CH2:9][C:8]2[CH:7]=[C:6]([C:12]([OH:14])=[O:13])[CH:5]=[CH:4][C:3]1=2.CO.[CH3:17][Si](C=[N+]=[N-])(C)C. Product: [O:1]=[C:2]1[CH2:11][CH2:10][CH2:9][C:8]2[CH:7]=[C:6]([C:12]([O:14][CH3:17])=[O:13])[CH:5]=[CH:4][C:3]1=2. The catalyst class is: 1. (5) Reactant: [C:1]([C:3]1[C:11]([C:12]#[N:13])=[CH:10][C:6]2[NH:7][N:8]=[N:9][C:5]=2[CH:4]=1)#[N:2].Br[CH2:15][CH2:16][CH2:17][CH2:18][CH2:19][CH2:20][CH2:21][CH3:22].CC(C)([O-])C.[K+]. Product: [CH2:15]([N:8]1[N:7]=[C:6]2[CH:10]=[C:11]([C:12]#[N:13])[C:3]([C:1]#[N:2])=[CH:4][C:5]2=[N:9]1)[CH2:16][CH2:17][CH2:18][CH2:19][CH2:20][CH2:21][CH3:22]. The catalyst class is: 5. (6) Reactant: [Si:1]([O:8]S(C(F)(F)F)(=O)=O)([C:4]([CH3:7])([CH3:6])[CH3:5])([CH3:3])[CH3:2].[Br:16][C:17]1[CH:22]=[CH:21][C:20]([C:23]([CH3:27])([CH3:26])[CH2:24]O)=[CH:19][CH:18]=1.N1C(C)=CC=CC=1C.C([O-])(O)=O.[Na+]. Product: [Br:16][C:17]1[CH:22]=[CH:21][C:20]([C:23]([CH3:27])([CH3:26])[CH2:24][O:8][Si:1]([C:4]([CH3:7])([CH3:6])[CH3:5])([CH3:3])[CH3:2])=[CH:19][CH:18]=1. The catalyst class is: 4.